From a dataset of Full USPTO retrosynthesis dataset with 1.9M reactions from patents (1976-2016). Predict the reactants needed to synthesize the given product. Given the product [C:18]([C:20]1[CH:29]=[CH:28][C:23]([C:24](=[O:27])[CH2:25][S:11][C:8]2[NH:7][C:6]([C:4]([O:3][CH2:1][CH3:2])=[O:5])=[CH:10][N:9]=2)=[CH:22][C:21]=1[F:30])#[N:19], predict the reactants needed to synthesize it. The reactants are: [CH2:1]([O:3][C:4]([C:6]1[N:7]=[C:8]([SH:11])[NH:9][CH:10]=1)=[O:5])[CH3:2].C(=O)([O-])[O-].[K+].[K+].[C:18]([C:20]1[CH:29]=[CH:28][C:23]([C:24](=[O:27])[CH2:25]Br)=[CH:22][C:21]=1[F:30])#[N:19].